This data is from Reaction yield outcomes from USPTO patents with 853,638 reactions. The task is: Predict the reaction yield, written as a fraction of the theoretical maximum amount of product (1.0 means a 100% yield; for example, 0.34 means a 34% yield). (1) The reactants are C([O:3][C:4](=[O:35])[CH:5]=[CH:6][C:7]1[CH:12]=[CH:11][C:10]([C:13]#[C:14][C:15]2[CH:24]=[C:23]([CH:25]3[CH2:27][CH2:26]3)[C:22]3[CH:21]([N:28]([CH:30]4[CH2:32][CH2:31]4)[CH3:29])[CH2:20][CH2:19][C:18]([CH3:34])([CH3:33])[C:17]=3[CH:16]=2)=[CH:9][CH:8]=1)C.[OH-].[Na+]. The catalyst is CO.O1CCCC1. The product is [CH:25]1([C:23]2[C:22]3[CH:21]([N:28]([CH:30]4[CH2:31][CH2:32]4)[CH3:29])[CH2:20][CH2:19][C:18]([CH3:33])([CH3:34])[C:17]=3[CH:16]=[C:15]([C:14]#[C:13][C:10]3[CH:9]=[CH:8][C:7]([CH:6]=[CH:5][C:4]([OH:35])=[O:3])=[CH:12][CH:11]=3)[CH:24]=2)[CH2:27][CH2:26]1. The yield is 0.500. (2) The reactants are [F:1][C:2]1[CH:7]=[CH:6][N:5]=[C:4]([NH2:8])[CH:3]=1.Cl[CH2:10][C:11](=O)[CH2:12][C:13]([O:15][CH2:16][CH3:17])=[O:14]. The catalyst is C1COCC1. The product is [F:1][C:2]1[CH:7]=[CH:6][N:5]2[CH:10]=[C:11]([CH2:12][C:13]([O:15][CH2:16][CH3:17])=[O:14])[N:8]=[C:4]2[CH:3]=1. The yield is 0.176.